This data is from Reaction yield outcomes from USPTO patents with 853,638 reactions. The task is: Predict the reaction yield, written as a fraction of the theoretical maximum amount of product (1.0 means a 100% yield; for example, 0.34 means a 34% yield). The product is [F:1][CH:2]([F:19])[CH2:3][NH:4][CH:5]1[CH2:11][CH2:10][C:9]2[CH:12]=[C:13]([NH2:16])[CH:14]=[CH:15][C:8]=2[CH2:7][CH2:6]1. The catalyst is [Pd].CO. The yield is 0.890. The reactants are [F:1][CH:2]([F:19])[CH2:3][NH:4][CH:5]1[CH2:11][CH2:10][C:9]2[CH:12]=[C:13]([N+:16]([O-])=O)[CH:14]=[CH:15][C:8]=2[CH2:7][CH2:6]1.[H][H].